This data is from Full USPTO retrosynthesis dataset with 1.9M reactions from patents (1976-2016). The task is: Predict the reactants needed to synthesize the given product. Given the product [C:22]1([C:15]2[C:16]3[C:21](=[CH:20][CH:19]=[CH:18][CH:17]=3)[C:8]([C:4]3[CH:3]=[C:2]([C:34]4[C:70]5[O:73][C:62]6[CH:67]=[CH:66][CH:65]=[CH:64][C:63]=6[C:68]=5[C:44]5[CH:28]=[CH:29][CH:30]=[CH:31][C:32]=5[CH:33]=4)[CH:7]=[CH:6][CH:5]=3)=[C:9]3[C:14]=2[CH:13]=[CH:12][CH:11]=[CH:10]3)[CH:27]=[CH:26][CH:25]=[CH:24][CH:23]=1, predict the reactants needed to synthesize it. The reactants are: Br[C:2]1[CH:3]=[C:4]([C:8]2[C:9]3[C:14]([C:15]([C:22]4[CH:27]=[CH:26][CH:25]=[CH:24][CH:23]=4)=[C:16]4[C:21]=2[CH:20]=[CH:19][CH:18]=[CH:17]4)=[CH:13][CH:12]=[CH:11][CH:10]=3)[CH:5]=[CH:6][CH:7]=1.[CH:28]1[C:44]2[C:33]3[C:32]4[CH:44]=[CH:28][CH:29]=[CH:30][C:31]=4O[C:34]=3[C:34](B(O)O)=[CH:33][C:32]=2[CH:31]=[CH:30][CH:29]=1.[C:63]1([CH3:68])[CH:64]=[CH:65][CH:66]=[CH:67][C:62]=1P([C:62]1[CH:67]=[CH:66][CH:65]=[CH:64][C:63]=1[CH3:68])[C:62]1[CH:67]=[CH:66][CH:65]=[CH:64][C:63]=1[CH3:68].[C:70](=[O:73])([O-])[O-].[K+].[K+].